From a dataset of Catalyst prediction with 721,799 reactions and 888 catalyst types from USPTO. Predict which catalyst facilitates the given reaction. (1) Reactant: CON(C)[C:4](=[O:15])[C:5]1[CH:10]=[CH:9][C:8]([N+:11]([O-:13])=[O:12])=[CH:7][C:6]=1[F:14].[H-].C([Al+]CC(C)C)C(C)C.C1(C)C=CC=CC=1.Cl. Product: [N+:11]([C:8]1[CH:9]=[CH:10][C:5]([CH:4]=[O:15])=[C:6]([F:14])[CH:7]=1)([O-:13])=[O:12]. The catalyst class is: 7. (2) Reactant: [NH2:1][C:2]1[CH:7]=[C:6]([O:8][CH3:9])[CH:5]=[CH:4][C:3]=1[NH:10][C:11](=[O:17])OC(C)(C)C.C([O-])([O-])=O.[K+].[K+]. Product: [CH3:9][O:8][C:6]1[CH:5]=[CH:4][C:3]2[NH:10][C:11](=[O:17])[NH:1][C:2]=2[CH:7]=1. The catalyst class is: 3. (3) Reactant: [Cl:1][C:2]1[CH:7]=[C:6]([Cl:8])[CH:5]=[CH:4][C:3]=1[C:9]1[N:14]=[C:13](O)[N:12]2[CH:16]=[CH:17][N:18]=[C:11]2[CH:10]=1.P(Cl)(Cl)([Cl:21])=O. Product: [Cl:21][C:13]1[N:12]2[CH:16]=[CH:17][N:18]=[C:11]2[CH:10]=[C:9]([C:3]2[CH:4]=[CH:5][C:6]([Cl:8])=[CH:7][C:2]=2[Cl:1])[N:14]=1. The catalyst class is: 389. (4) Reactant: C([O:3][C:4]([C:6]1[S:10][C:9]([CH3:11])=[N:8][CH:7]=1)=[O:5])C.[OH-].[Na+].Cl. Product: [CH3:11][C:9]1[S:10][C:6]([C:4]([OH:5])=[O:3])=[CH:7][N:8]=1. The catalyst class is: 12. (5) Reactant: [CH2:1]([OH:4])[CH2:2][OH:3].[H-].[Na+].[C:7]([Si:11](Cl)([CH3:13])[CH3:12])([CH3:10])([CH3:9])[CH3:8].C([O-])(O)=O.[Na+]. Product: [Si:11]([O:3][CH2:2][CH2:1][OH:4])([C:7]([CH3:10])([CH3:9])[CH3:8])([CH3:13])[CH3:12]. The catalyst class is: 305. (6) Reactant: CC1C=CC(S([O-])=O)=CC=1.[Na+].C([N:15]([S:39]([CH2:42][C:43]1[CH:48]=[CH:47][CH:46]=[CH:45][CH:44]=1)(=[O:41])=[O:40])[C:16]([CH:18]1[CH2:23][CH2:22][N:21]([C:24]2[C:34]([C:35]#[N:36])=[CH:33][C:27]([C:28]([O:30][CH2:31][CH3:32])=[O:29])=[C:26]([NH:37][CH3:38])[N:25]=2)[CH2:20][CH2:19]1)=[O:17])C=C. Product: [CH2:42]([S:39]([NH:15][C:16]([CH:18]1[CH2:23][CH2:22][N:21]([C:24]2[C:34]([C:35]#[N:36])=[CH:33][C:27]([C:28]([O:30][CH2:31][CH3:32])=[O:29])=[C:26]([NH:37][CH3:38])[N:25]=2)[CH2:20][CH2:19]1)=[O:17])(=[O:41])=[O:40])[C:43]1[CH:44]=[CH:45][CH:46]=[CH:47][CH:48]=1. The catalyst class is: 532. (7) Reactant: [C:1]1([C:7]2[CH:11]=[C:10]([C:12]([NH:14][CH2:15][CH2:16][C:17]([O:19]C)=[O:18])=[O:13])[O:9][N:8]=2)[CH:6]=[CH:5][CH:4]=[CH:3][CH:2]=1.[OH-].[Li+]. Product: [C:1]1([C:7]2[CH:11]=[C:10]([C:12]([NH:14][CH2:15][CH2:16][C:17]([OH:19])=[O:18])=[O:13])[O:9][N:8]=2)[CH:2]=[CH:3][CH:4]=[CH:5][CH:6]=1. The catalyst class is: 30. (8) Product: [NH2:29][C:25]1[C:24]([CH3:40])=[C:23]([C:7]2[C:8]3[C:16]4[C:11](=[CH:12][CH:13]=[C:14]([N:17]5[CH2:18][CH2:19][O:20][CH2:21][CH2:22]5)[CH:15]=4)[NH:10][C:9]=3[C:4]([C:1]([NH2:2])=[O:3])=[N:5][CH:6]=2)[CH:28]=[CH:27][CH:26]=1. The catalyst class is: 403. Reactant: [C:1]([C:4]1[C:9]2[NH:10][C:11]3[C:16]([C:8]=2[C:7]([C:23]2[C:24]([CH3:40])=[C:25]([NH:29]C(=O)OCC4C=CC=CC=4)[CH:26]=[CH:27][CH:28]=2)=[CH:6][N:5]=1)=[CH:15][C:14]([N:17]1[CH2:22][CH2:21][O:20][CH2:19][CH2:18]1)=[CH:13][CH:12]=3)(=[O:3])[NH2:2]. (9) Reactant: [NH:1]1[C:9]2[C:4](=[CH:5][CH:6]=[CH:7][CH:8]=2)[CH:3]=[C:2]1[CH2:10][C:11]([O:13][CH2:14][CH3:15])=[O:12].[C:16](=O)([O:22]C(C)(C)C)[O:17][C:18]([CH3:21])([CH3:20])[CH3:19]. Product: [CH2:14]([O:13][C:11]([CH2:10][C:2]1([C:16]([O:17][C:18]([CH3:21])([CH3:20])[CH3:19])=[O:22])[CH2:3][C:4]2[C:9](=[CH:8][CH:7]=[CH:6][CH:5]=2)[NH:1]1)=[O:12])[CH3:15]. The catalyst class is: 112.